Dataset: Catalyst prediction with 721,799 reactions and 888 catalyst types from USPTO. Task: Predict which catalyst facilitates the given reaction. (1) Reactant: [Cl:1][C:2]([Cl:11])([Cl:10])[C:3]([C:5]1[NH:6][CH:7]=[CH:8][CH:9]=1)=[O:4].[Cl-].[Cl-].[Cl-].[Al+3]. Product: [Cl:11][C:2]([Cl:1])([Cl:10])[C:3]([C:5]1[NH:6][CH:7]=[C:8]([C:3](=[O:4])[CH2:5][CH3:9])[CH:9]=1)=[O:4]. The catalyst class is: 4. (2) Reactant: O[CH2:2][CH2:3][C:4]1[C:13]2[C:8](=[CH:9][C:10]([O:14][CH2:15][C:16]3[CH:21]=[CH:20][CH:19]=[CH:18][CH:17]=3)=[CH:11][CH:12]=2)[O:7][C:6](=[O:22])[CH:5]=1.C(Br)(Br)(Br)[Br:24].C1(P(C2C=CC=CC=2)C2C=CC=CC=2)C=CC=CC=1. Product: [Br:24][CH2:2][CH2:3][C:4]1[C:13]2[C:8](=[CH:9][C:10]([O:14][CH2:15][C:16]3[CH:21]=[CH:20][CH:19]=[CH:18][CH:17]=3)=[CH:11][CH:12]=2)[O:7][C:6](=[O:22])[CH:5]=1. The catalyst class is: 4. (3) Reactant: [NH2:1][C:2]1[C:9]([C:10]#[N:11])=[C:8]([OH:12])[C:7]([OH:13])=[CH:6][C:3]=1[C:4]#[N:5].[CH2:14]([C:16]1[CH:23]=[CH:22][C:19]([CH:20]=O)=[CH:18][CH:17]=1)[CH3:15]. Product: [CH2:14]([C:16]1[CH:23]=[CH:22][C:19](/[CH:20]=[N:1]/[C:2]2[C:9]([C:10]#[N:11])=[C:8]([OH:12])[C:7]([OH:13])=[CH:6][C:3]=2[C:4]#[N:5])=[CH:18][CH:17]=1)[CH3:15]. The catalyst class is: 8. (4) Reactant: C(OC([N:8]([C:25]1[CH:30]=[C:29]([N:31]2[CH2:36][CH2:35][N:34](C(OC(C)(C)C)=O)[CH2:33][CH2:32]2)[N:28]=[C:27]([C:44]2[CH:49]=[CH:48][CH:47]=[C:46]([O:50][CH3:51])[CH:45]=2)[N:26]=1)[C:9]1[CH:10]=[C:11]2[C:15](=[CH:16][CH:17]=1)[N:14](C(OC(C)(C)C)=O)[N:13]=[CH:12]2)=O)(C)(C)C.C(O)(C(F)(F)F)=O. Product: [CH3:51][O:50][C:46]1[CH:45]=[C:44]([C:27]2[N:26]=[C:25]([NH:8][C:9]3[CH:10]=[C:11]4[C:15](=[CH:16][CH:17]=3)[NH:14][N:13]=[CH:12]4)[CH:30]=[C:29]([N:31]3[CH2:36][CH2:35][NH:34][CH2:33][CH2:32]3)[N:28]=2)[CH:49]=[CH:48][CH:47]=1. The catalyst class is: 2. (5) Reactant: [O:1]1[CH:5]=[CH:4][C:3]([CH2:6][N:7]2[CH2:12][CH2:11][N:10](C(OC(C)(C)C)=O)[CH2:9][CH2:8]2)=[N:2]1.FC(F)(F)C(O)=O. Product: [O:1]1[CH:5]=[CH:4][C:3]([CH2:6][N:7]2[CH2:8][CH2:9][NH:10][CH2:11][CH2:12]2)=[N:2]1. The catalyst class is: 4. (6) Reactant: C(Cl)(=O)C(Cl)=O.CS(C)=O.[F:11][C:12]([F:24])([F:23])[C:13]1[CH:14]=[C:15]([CH:20]=[CH:21][CH:22]=1)[O:16][CH2:17][CH2:18][OH:19].O. Product: [F:11][C:12]([F:23])([F:24])[C:13]1[CH:14]=[C:15]([CH:20]=[CH:21][CH:22]=1)[O:16][CH2:17][CH:18]=[O:19]. The catalyst class is: 2.